This data is from Peptide-MHC class I binding affinity with 185,985 pairs from IEDB/IMGT. The task is: Regression. Given a peptide amino acid sequence and an MHC pseudo amino acid sequence, predict their binding affinity value. This is MHC class I binding data. (1) The peptide sequence is TVKSMILHEIL. The MHC is HLA-A02:01 with pseudo-sequence HLA-A02:01. The binding affinity (normalized) is 0.201. (2) The peptide sequence is WSQNPTMLY. The MHC is HLA-A02:06 with pseudo-sequence HLA-A02:06. The binding affinity (normalized) is 0.0847. (3) The peptide sequence is LQQCFSDL. The MHC is HLA-A02:02 with pseudo-sequence HLA-A02:02. The binding affinity (normalized) is 0.130. (4) The peptide sequence is SKLRALLTL. The MHC is HLA-B51:01 with pseudo-sequence HLA-B51:01. The binding affinity (normalized) is 0.0847. (5) The peptide sequence is LVVDFSQFSR. The MHC is HLA-A33:01 with pseudo-sequence HLA-A33:01. The binding affinity (normalized) is 0.547. (6) The peptide sequence is NPTSETMYL. The MHC is HLA-B53:01 with pseudo-sequence HLA-B53:01. The binding affinity (normalized) is 0.867. (7) The peptide sequence is HTASGEHSL. The MHC is HLA-A01:01 with pseudo-sequence HLA-A01:01. The binding affinity (normalized) is 0.0635. (8) The binding affinity (normalized) is 0.875. The MHC is HLA-B18:01 with pseudo-sequence HLA-B18:01. The peptide sequence is AEVCAHHLF. (9) The peptide sequence is YLFYFLHWL. The MHC is HLA-A02:01 with pseudo-sequence HLA-A02:01. The binding affinity (normalized) is 0.929.